Task: Predict the reactants needed to synthesize the given product.. Dataset: Full USPTO retrosynthesis dataset with 1.9M reactions from patents (1976-2016) (1) Given the product [Cl:1][C:2]1[CH:3]=[C:4]([CH:7]=[CH:8][C:9]=1[O:10][CH2:11][C:12]([N:14]1[CH2:19][CH2:18][C:17]2[N:20]=[C:21]3[S:25][C:24]([CH3:26])=[N:23][N:22]3[C:16]=2[CH:15]1[C:27]1[CH:32]=[CH:31][C:30]([Cl:33])=[CH:29][C:28]=1[F:34])=[O:13])[C:5]([NH2:6])=[O:36], predict the reactants needed to synthesize it. The reactants are: [Cl:1][C:2]1[CH:3]=[C:4]([CH:7]=[CH:8][C:9]=1[O:10][CH2:11][C:12]([N:14]1[CH2:19][CH2:18][C:17]2[N:20]=[C:21]3[S:25][C:24]([CH3:26])=[N:23][N:22]3[C:16]=2[CH:15]1[C:27]1[CH:32]=[CH:31][C:30]([Cl:33])=[CH:29][C:28]=1[F:34])=[O:13])[C:5]#[N:6].C([O-])([O-])=[O:36].[K+].[K+].OO. (2) Given the product [Cl:1][C:2]1[S:6][C:5]([C:7]([NH:9][CH2:10][C@@H:11]2[O:28][C:29](=[O:30])[N:13]([C:14]3[CH:19]=[CH:18][C:17]([N:20]4[CH2:25][CH2:24][O:23][CH2:22][C:21]4=[O:26])=[CH:16][C:15]=3[F:27])[CH2:12]2)=[O:8])=[CH:4][CH:3]=1, predict the reactants needed to synthesize it. The reactants are: [Cl:1][C:2]1[S:6][C:5]([C:7]([NH:9][CH2:10][C@H:11]([OH:28])[CH2:12][NH:13][C:14]2[CH:19]=[CH:18][C:17]([N:20]3[CH2:25][CH2:24][O:23][CH2:22][C:21]3=[O:26])=[CH:16][C:15]=2[F:27])=[O:8])=[CH:4][CH:3]=1.[C:29](N1C=CN=C1)(N1C=CN=C1)=[O:30]. (3) Given the product [Cl:8][C:9]1[CH:10]=[C:11]2[C:17]([C:18]3[N:23]=[C:22]([NH:24][C@H:25]4[CH2:30][CH2:29][CH2:28][C@@H:27]([NH:31][CH2:32][CH2:33][NH:34][CH3:35])[CH2:26]4)[C:21]([F:43])=[CH:20][N:19]=3)=[CH:16][NH:15][C:12]2=[N:13][CH:14]=1, predict the reactants needed to synthesize it. The reactants are: C(OC(=O)NC)C.[Cl:8][C:9]1[CH:10]=[C:11]2[C:17]([C:18]3[N:23]=[C:22]([NH:24][C@H:25]4[CH2:30][CH2:29][CH2:28][C@@H:27]([NH:31][CH2:32][CH2:33][N:34](C)[C:35](=O)OC(C)(C)C)[CH2:26]4)[C:21]([F:43])=[CH:20][N:19]=3)=[CH:16][NH:15][C:12]2=[N:13][CH:14]=1.Cl.O1CCOCC1.